From a dataset of Reaction yield outcomes from USPTO patents with 853,638 reactions. Predict the reaction yield, written as a fraction of the theoretical maximum amount of product (1.0 means a 100% yield; for example, 0.34 means a 34% yield). (1) The reactants are I[C:2]1[CH:7]=[CH:6][CH:5]=[CH:4][C:3]=1[N:8]([CH3:19])[C:9](=[O:18])[O:10][CH2:11][C:12]1[CH:17]=[CH:16][CH:15]=[CH:14][CH:13]=1.Br[C:21]([F:28])([F:27])[C:22]([O:24][CH2:25][CH3:26])=[O:23]. The catalyst is CS(C)=O.[Cu]. The product is [CH2:11]([O:10][C:9]([N:8]([CH3:19])[C:3]1[CH:4]=[CH:5][CH:6]=[CH:7][C:2]=1[C:21]([F:28])([F:27])[C:22]([O:24][CH2:25][CH3:26])=[O:23])=[O:18])[C:12]1[CH:17]=[CH:16][CH:15]=[CH:14][CH:13]=1. The yield is 0.730. (2) The product is [C:1]([O:5][C:6](=[O:7])[NH:8][C:9]1[CH:14]=[CH:13][C:12]([S:15][C:16]2[CH:24]=[CH:23][C:19]([C:20](=[O:22])[NH:47][CH:45]([C:41]3[CH:40]=[N:39][CH:44]=[CH:43][CH:42]=3)[CH3:46])=[CH:18][C:17]=2[NH:25][C:26]2[C:27]3[CH:35]=[CH:34][C:33]([CH:36]([CH3:38])[CH3:37])=[N:32][C:28]=3[N:29]=[CH:30][N:31]=2)=[CH:11][CH:10]=1)([CH3:4])([CH3:3])[CH3:2]. The yield is 0.790. The reactants are [C:1]([O:5][C:6]([NH:8][C:9]1[CH:14]=[CH:13][C:12]([S:15][C:16]2[CH:24]=[CH:23][C:19]([C:20]([OH:22])=O)=[CH:18][C:17]=2[NH:25][C:26]2[C:27]3[CH:35]=[CH:34][C:33]([CH:36]([CH3:38])[CH3:37])=[N:32][C:28]=3[N:29]=[CH:30][N:31]=2)=[CH:11][CH:10]=1)=[O:7])([CH3:4])([CH3:3])[CH3:2].[N:39]1[CH:44]=[CH:43][CH:42]=[C:41]([CH:45]([NH2:47])[CH3:46])[CH:40]=1. No catalyst specified. (3) The reactants are [Br:1][C:2]1[CH:7]=[CH:6][C:5]([C:8]2[N:9]=[C:10]([C:13]([CH3:16])([CH3:15])[CH3:14])[NH:11][CH:12]=2)=[CH:4][CH:3]=1.[H-].[Na+].F[C:20](F)(F)S(OC)(=O)=O. The catalyst is O1CCCC1. The product is [Br:1][C:2]1[CH:3]=[CH:4][C:5]([C:8]2[N:9]=[C:10]([C:13]([CH3:16])([CH3:15])[CH3:14])[N:11]([CH3:20])[CH:12]=2)=[CH:6][CH:7]=1. The yield is 0.910. (4) The reactants are [NH2:1][C:2]1[CH:7]=[C:6]([Cl:8])[CH:5]=[CH:4][C:3]=1[SH:9].Br[CH2:11][C:12]1[CH:21]=[CH:20][C:15]([C:16]([O:18][CH3:19])=[O:17])=[CH:14][CH:13]=1.C([O-])([O-])=O.[K+].[K+]. The catalyst is CN(C=O)C. The product is [NH2:1][C:2]1[CH:7]=[C:6]([Cl:8])[CH:5]=[CH:4][C:3]=1[S:9][CH2:11][C:12]1[CH:21]=[CH:20][C:15]([C:16]([O:18][CH3:19])=[O:17])=[CH:14][CH:13]=1. The yield is 0.880. (5) The reactants are [NH2:1][C:2]1[C:3]([C:17]([OH:19])=O)=[N:4][C:5]([C:9]2[C:14]([F:15])=[CH:13][CH:12]=[CH:11][C:10]=2[F:16])=[C:6]([F:8])[CH:7]=1.[NH2:20][C:21]1[C:22]([N:30]2[CH2:35][CH2:34][CH2:33][C@H:32]([NH:36]C(=O)OC(C)(C)C)[CH2:31]2)=[C:23]2[CH2:29][CH2:28][O:27][C:24]2=[N:25][CH:26]=1.CN(C(ON1N=NC2C=CC=NC1=2)=[N+](C)C)C.F[P-](F)(F)(F)(F)F.CCN(C(C)C)C(C)C. No catalyst specified. The product is [NH2:1][C:2]1[C:3]([C:17]([NH:20][C:21]2[C:22]([N:30]3[CH2:35][CH2:34][CH2:33][C@H:32]([NH2:36])[CH2:31]3)=[C:23]3[CH2:29][CH2:28][O:27][C:24]3=[N:25][CH:26]=2)=[O:19])=[N:4][C:5]([C:9]2[C:10]([F:16])=[CH:11][CH:12]=[CH:13][C:14]=2[F:15])=[C:6]([F:8])[CH:7]=1. The yield is 0.170. (6) The reactants are [H-].[Na+].[Br:3][C:4]1[CH:9]=[C:8]([N+:10]([O-:12])=[O:11])[CH:7]=[CH:6][C:5]=1[OH:13].Cl[CH2:15][O:16][CH3:17]. The catalyst is O1CCCC1. The product is [Br:3][C:4]1[CH:9]=[C:8]([N+:10]([O-:12])=[O:11])[CH:7]=[CH:6][C:5]=1[O:13][CH2:15][O:16][CH3:17]. The yield is 0.800. (7) The reactants are [Br:1][C:2]1[C:3]([OH:8])=[N:4][CH:5]=[CH:6][CH:7]=1.I[CH3:10]. The catalyst is C1C=CC=CC=1.C(=O)([O-])[O-].[Ag+2]. The product is [Br:1][C:2]1[C:3]([O:8][CH3:10])=[N:4][CH:5]=[CH:6][CH:7]=1. The yield is 0.620. (8) The reactants are [Cl:1][C:2]1[C:6]([CH3:7])=[C:5]([C:8]2[CH:9]=[C:10]([C:13]([O:15]C)=[O:14])[S:11][CH:12]=2)[N:4]([CH3:17])[N:3]=1.[OH-].[Na+]. The catalyst is O1CCCC1. The product is [Cl:1][C:2]1[C:6]([CH3:7])=[C:5]([C:8]2[CH:9]=[C:10]([C:13]([OH:15])=[O:14])[S:11][CH:12]=2)[N:4]([CH3:17])[N:3]=1. The yield is 0.660.